Dataset: Reaction yield outcomes from USPTO patents with 853,638 reactions. Task: Predict the reaction yield, written as a fraction of the theoretical maximum amount of product (1.0 means a 100% yield; for example, 0.34 means a 34% yield). (1) The reactants are [Br:1][C:2]1[S:3][C:4]([O:7][C:8]2[CH:13]=[CH:12][C:11]([O:14]C)=[CH:10][CH:9]=2)=[N:5][N:6]=1.B(Br)(Br)Br. The catalyst is C(Cl)Cl. The product is [Br:1][C:2]1[S:3][C:4]([O:7][C:8]2[CH:9]=[CH:10][C:11]([OH:14])=[CH:12][CH:13]=2)=[N:5][N:6]=1. The yield is 0.870. (2) The reactants are [F:1][C:2]1[CH:3]=[CH:4][C:5]2[N:6]([C:8]([C:11]3[N:16]=[C:15]([NH:17][C@@H:18]4[CH2:23][CH2:22][CH2:21][N:20](C(OC(C)(C)C)=O)[CH2:19]4)[CH:14]=[C:13]([C:31]4[N:32]=[N:33][NH:34][N:35]=4)[N:12]=3)=[CH:9][N:10]=2)[CH:7]=1.FC(F)(F)C(O)=O. No catalyst specified. The product is [F:1][C:2]1[CH:3]=[CH:4][C:5]2[N:6]([C:8]([C:11]3[N:16]=[C:15]([NH:17][C@@H:18]4[CH2:23][CH2:22][CH2:21][NH:20][CH2:19]4)[CH:14]=[C:13]([C:31]4[N:35]=[N:34][NH:33][N:32]=4)[N:12]=3)=[CH:9][N:10]=2)[CH:7]=1. The yield is 0.540. (3) The reactants are CO[CH2:3][N:4]([CH2:10][C:11]1[CH:16]=[CH:15][CH:14]=[CH:13][CH:12]=1)[CH2:5][Si](C)(C)C.[Cl:17][C:18]1[CH:23]=[CH:22][C:21](/[CH:24]=[CH:25]/[N+:26]([O-:28])=[O:27])=[CH:20][CH:19]=1.FC(F)(F)C(O)=O. The catalyst is C(Cl)Cl. The product is [CH2:10]([N:4]1[CH2:5][CH:25]([N+:26]([O-:28])=[O:27])[CH:24]([C:21]2[CH:22]=[CH:23][C:18]([Cl:17])=[CH:19][CH:20]=2)[CH2:3]1)[C:11]1[CH:16]=[CH:15][CH:14]=[CH:13][CH:12]=1. The yield is 0.790.